This data is from Reaction yield outcomes from USPTO patents with 853,638 reactions. The task is: Predict the reaction yield, written as a fraction of the theoretical maximum amount of product (1.0 means a 100% yield; for example, 0.34 means a 34% yield). (1) The reactants are Cl[C:2]1[CH:3]=[C:4]([C:20]2[C:25]3[S:26][C:27]4[CH:32]=[CH:31][CH:30]=[CH:29][C:28]=4[C:24]=3[CH:23]=[CH:22][CH:21]=2)[CH:5]=[C:6]([C:8]2[CH:13]=[CH:12][C:11]([C:14]3[CH:19]=[CH:18][CH:17]=[CH:16][CH:15]=3)=[CH:10][CH:9]=2)[CH:7]=1.[CH3:48][C:43]1([CH3:49])[C:44]([CH3:47])([CH3:46])[O:45][B:41]([B:41]2[O:45][C:44]([CH3:47])([CH3:46])[C:43]([CH3:49])([CH3:48])[O:42]2)[O:42]1.C([O-])(=O)C.[K+].COC1C=CC=C(OC)C=1C1C=CC=CC=1P(C1CCCCC1)C1CCCCC1. The catalyst is O1CCOCC1.CCOC(C)=O.C1C=CC(/C=C/C(/C=C/C2C=CC=CC=2)=O)=CC=1.C1C=CC(/C=C/C(/C=C/C2C=CC=CC=2)=O)=CC=1.C1C=CC(/C=C/C(/C=C/C2C=CC=CC=2)=O)=CC=1.[Pd].[Pd]. The product is [CH:23]1[C:24]2[C:28]3[CH:29]=[CH:30][CH:31]=[CH:32][C:27]=3[S:26][C:25]=2[C:20]([C:4]2[CH:3]=[C:2]([B:41]3[O:42][C:43]([CH3:48])([CH3:49])[C:44]([CH3:46])([CH3:47])[O:45]3)[CH:7]=[C:6]([C:8]3[CH:13]=[CH:12][C:11]([C:14]4[CH:19]=[CH:18][CH:17]=[CH:16][CH:15]=4)=[CH:10][CH:9]=3)[CH:5]=2)=[CH:21][CH:22]=1. The yield is 0.650. (2) The reactants are [Mg].Br[C:3]1[CH:8]=[CH:7][C:6]([Br:9])=[CH:5][CH:4]=1.[CH3:10][C:11]([N:15]1[CH2:20][CH2:19][O:18][CH2:17][CH2:16]1)(C)[C:12]#N. The catalyst is C1COCC1. The product is [Br:9][C:6]1[CH:7]=[CH:8][C:3]([C:11]([N:15]2[CH2:20][CH2:19][O:18][CH2:17][CH2:16]2)([CH3:12])[CH3:10])=[CH:4][CH:5]=1. The yield is 0.100. (3) The reactants are [Cl:1][C:2]1[CH:7]=[CH:6][C:5]([C:8]2([C:12]([N:14]3[CH2:19][CH2:18][CH2:17][CH:16]([CH2:20]OS(C)(=O)=O)[CH2:15]3)=[O:13])[CH2:11][CH2:10][CH2:9]2)=[CH:4][CH:3]=1.[CH3:26][O:27][C:28]1[CH:33]=[CH:32][CH:31]=[CH:30][C:29]=1[N:34]1[CH2:39][CH2:38][NH:37][CH2:36][CH2:35]1.C(N(CC)CC)C. The catalyst is C(#N)C. The product is [Cl:1][C:2]1[CH:7]=[CH:6][C:5]([C:8]2([C:12]([N:14]3[CH2:19][CH2:18][CH2:17][CH:16]([CH2:20][N:37]4[CH2:38][CH2:39][N:34]([C:29]5[CH:30]=[CH:31][CH:32]=[CH:33][C:28]=5[O:27][CH3:26])[CH2:35][CH2:36]4)[CH2:15]3)=[O:13])[CH2:11][CH2:10][CH2:9]2)=[CH:4][CH:3]=1. The yield is 0.430. (4) The reactants are Br[C:2]1[CH:3]=[C:4]([O:9][CH3:10])[C:5]([NH2:8])=[N:6][CH:7]=1.[CH3:11][N:12](C)C=O. The catalyst is C(OCC)(=O)C.[C-]#N.[Zn+2].[C-]#N.C1C=CC([P]([Pd]([P](C2C=CC=CC=2)(C2C=CC=CC=2)C2C=CC=CC=2)([P](C2C=CC=CC=2)(C2C=CC=CC=2)C2C=CC=CC=2)[P](C2C=CC=CC=2)(C2C=CC=CC=2)C2C=CC=CC=2)(C2C=CC=CC=2)C2C=CC=CC=2)=CC=1. The product is [NH2:8][C:5]1[N:6]=[CH:7][C:2]([C:11]#[N:12])=[CH:3][C:4]=1[O:9][CH3:10]. The yield is 0.540. (5) The reactants are Cl[C:2]1[C:7]2[CH2:8][CH2:9][CH2:10][C:6]=2[N:5]=[C:4]([NH2:11])[N:3]=1.[CH3:12][O-:13].[Na+]. The catalyst is C1(C)C(C)=CC=CC=1.CO. The product is [CH3:12][O:13][C:2]1[C:7]2[CH2:8][CH2:9][CH2:10][C:6]=2[N:5]=[C:4]([NH2:11])[N:3]=1. The yield is 0.980. (6) The reactants are [Cl:1][C:2]1[CH:26]=[C:25]([Cl:27])[CH:24]=[CH:23][C:3]=1[C:4]([NH:6][C:7]1[CH:12]=[C:11]([O:13][CH2:14][CH2:15][O:16][CH3:17])[CH:10]=[CH:9][C:8]=1/[CH:18]=[CH:19]/[C:20](O)=[O:21])=[O:5].CC1C=CC=C([N+]([O-])=O)C=1C(OC(=O)C1C([N+]([O-])=O)=CC=CC=1C)=O.[CH2:53]([S:58]([NH2:61])(=[O:60])=[O:59])[CH2:54][CH2:55][CH2:56][CH3:57].[Cl-].[NH4+]. The catalyst is C(#N)C.CN(C)C1C=CN=CC=1.C(N(CC)CC)C. The product is [Cl:1][C:2]1[CH:26]=[C:25]([Cl:27])[CH:24]=[CH:23][C:3]=1[C:4]([NH:6][C:7]1[CH:12]=[C:11]([O:13][CH2:14][CH2:15][O:16][CH3:17])[CH:10]=[CH:9][C:8]=1/[CH:18]=[CH:19]/[C:20](=[O:21])[NH:61][S:58]([CH2:53][CH2:54][CH2:55][CH2:56][CH3:57])(=[O:60])=[O:59])=[O:5]. The yield is 0.400. (7) The reactants are [NH2:1][C@H:2]([C:7]([O:9][C@H:10]1[C:18]2[C:13](=[CH:14][CH:15]=[CH:16][CH:17]=2)[CH2:12][C@:11]1([CH2:28][C:29]1[CH:37]=[CH:36][C:32]([C:33](O)=[O:34])=[CH:31][CH:30]=1)[C:19]1[CH2:20][C:21]2[C:26]([CH:27]=1)=[CH:25][CH:24]=[CH:23][CH:22]=2)=[O:8])[CH2:3][CH:4]([CH3:6])[CH3:5].CCN(CC)CC.[NH2:45][CH2:46][CH2:47][OH:48].C(P1(=O)OP(CCC)(=O)OP(CCC)(=O)O1)CC. The catalyst is C(Cl)Cl. The product is [NH2:1][C@H:2]([C:7]([O:9][C@H:10]1[C:18]2[C:13](=[CH:14][CH:15]=[CH:16][CH:17]=2)[CH2:12][C@:11]1([CH2:28][C:29]1[CH:37]=[CH:36][C:32]([C:33](=[O:34])[NH:45][CH2:46][CH2:47][OH:48])=[CH:31][CH:30]=1)[C:19]1[CH2:20][C:21]2[C:26]([CH:27]=1)=[CH:25][CH:24]=[CH:23][CH:22]=2)=[O:8])[CH2:3][CH:4]([CH3:5])[CH3:6]. The yield is 0.540. (8) The reactants are CCN(C(C)C)C(C)C.[OH:10][C:11]1[CH:12]=[CH:13][CH:14]=[C:15]2[C:20]=1[O:19][C:18](=[O:21])[C:17]([C:22]([OH:24])=O)=[CH:16]2.CN(C(ON1N=NC2C=CC=NC1=2)=[N+](C)C)C.F[P-](F)(F)(F)(F)F.[CH2:49]([O:51][C:52]1[CH:57]=[CH:56][C:55]([C:58]2[CH:63]=[CH:62][CH:61]=[C:60]([NH2:64])[CH:59]=2)=[CH:54][CH:53]=1)[CH3:50]. The catalyst is CN(C=O)C. The product is [CH2:49]([O:51][C:52]1[CH:53]=[CH:54][C:55]([C:58]2[CH:63]=[CH:62][CH:61]=[C:60]([NH:64][C:22]([C:17]3[C:18](=[O:21])[O:19][C:20]4[C:15]([CH:16]=3)=[CH:14][CH:13]=[CH:12][C:11]=4[OH:10])=[O:24])[CH:59]=2)=[CH:56][CH:57]=1)[CH3:50]. The yield is 0.410.